From a dataset of Full USPTO retrosynthesis dataset with 1.9M reactions from patents (1976-2016). Predict the reactants needed to synthesize the given product. (1) Given the product [NH:1]([C:22]([O:21][C:18]([CH3:20])([CH3:19])[CH3:17])=[O:23])[C@@H:2]([C:5]([O:7][CH3:8])=[O:6])[CH2:3][OH:4], predict the reactants needed to synthesize it. The reactants are: [NH2:1][C@@H:2]([C:5]([O:7][CH3:8])=[O:6])[CH2:3][OH:4].Cl.CCN(CC)CC.[CH3:17][C:18]([O:21][C:22](O[C:22]([O:21][C:18]([CH3:20])([CH3:19])[CH3:17])=[O:23])=[O:23])([CH3:20])[CH3:19]. (2) Given the product [Br:1][C:2]1[C:3]([CH3:23])=[C:4]([N:8]2[CH2:16][C:15]3[C:10](=[CH:11][CH:12]=[C:13]([C:18]([CH3:19])([CH3:20])[CH3:21])[CH:14]=3)[C:9]2=[O:22])[CH:5]=[CH:6][CH:7]=1, predict the reactants needed to synthesize it. The reactants are: [Br:1][C:2]1[C:3]([CH3:23])=[C:4]([N:8]2[C:16](=O)[C:15]3[C:10](=[CH:11][CH:12]=[C:13]([C:18]([CH3:21])([CH3:20])[CH3:19])[CH:14]=3)[C:9]2=[O:22])[CH:5]=[CH:6][CH:7]=1.[BH4-].[Na+]. (3) Given the product [Cl:1][C:2]1[CH:3]=[CH:4][C:5]2[N:11]3[C:12]([C:15]([F:17])([F:16])[F:18])=[N:13][N:14]=[C:10]3[CH:9]([CH2:19][C:20]([N:22]3[CH2:23][CH2:24][CH:25]([CH2:28][C:29]([OH:31])=[O:30])[CH2:26][CH2:27]3)=[O:21])[S:8][CH:7]([C:34]3[CH:39]=[CH:38][CH:37]=[C:36]([O:40][CH3:41])[C:35]=3[O:42][CH3:43])[C:6]=2[CH:44]=1, predict the reactants needed to synthesize it. The reactants are: [Cl:1][C:2]1[CH:3]=[CH:4][C:5]2[N:11]3[C:12]([C:15]([F:18])([F:17])[F:16])=[N:13][N:14]=[C:10]3[CH:9]([CH2:19][C:20]([N:22]3[CH2:27][CH2:26][CH:25]([CH2:28][C:29]([O:31]CC)=[O:30])[CH2:24][CH2:23]3)=[O:21])[S:8][CH:7]([C:34]3[CH:39]=[CH:38][CH:37]=[C:36]([O:40][CH3:41])[C:35]=3[O:42][CH3:43])[C:6]=2[CH:44]=1.C(=O)([O-])[O-].[K+].[K+].